Dataset: Reaction yield outcomes from USPTO patents with 853,638 reactions. Task: Predict the reaction yield, written as a fraction of the theoretical maximum amount of product (1.0 means a 100% yield; for example, 0.34 means a 34% yield). The reactants are Br[CH2:2][C:3]([C:5]1[CH:10]=[CH:9][C:8]([F:11])=[CH:7][CH:6]=1)=O.[C:12]([CH2:14][C:15]([NH2:17])=[S:16])#[N:13]. No catalyst specified. The product is [F:11][C:8]1[CH:9]=[CH:10][C:5]([C:3]2[N:17]=[C:15]([CH2:14][C:12]#[N:13])[S:16][CH:2]=2)=[CH:6][CH:7]=1. The yield is 0.720.